This data is from Catalyst prediction with 721,799 reactions and 888 catalyst types from USPTO. The task is: Predict which catalyst facilitates the given reaction. (1) Reactant: [Cl:1][C:2]1[CH:7]=[C:6]([N+:8]([O-])=O)[CH:5]=[CH:4][C:3]=1[O:11][C:12]1[CH:17]=[CH:16][CH:15]=[C:14]([C:18]([F:24])([F:23])[C:19]([CH3:22])([CH3:21])[CH3:20])[CH:13]=1.[Cl-].[Ca+2].[Cl-].O. Product: [Cl:1][C:2]1[CH:7]=[C:6]([CH:5]=[CH:4][C:3]=1[O:11][C:12]1[CH:17]=[CH:16][CH:15]=[C:14]([C:18]([F:23])([F:24])[C:19]([CH3:20])([CH3:22])[CH3:21])[CH:13]=1)[NH2:8]. The catalyst class is: 8. (2) Product: [CH2:1]([O:3][C:4](=[O:16])[C:5]([CH2:10][PH:11]([CH2:38][OH:39])=[O:13])([O:32][CH2:31][CH3:30])[CH2:6][CH:7]([CH3:8])[CH3:9])[CH3:2]. Reactant: [CH2:1]([O:3][C:4](=[O:16])[CH:5]([CH2:10][PH:11]([O:13]CC)=O)[CH2:6][CH:7]([CH3:9])[CH3:8])[CH3:2].C(N(C(C)C)CC)(C)C.C[Si]([CH:30]([Si](C)(C)C)[C:31](N)=[O:32])(C)C.[CH2:38]=[O:39]. The catalyst class is: 76. (3) Reactant: [NH2:1][C:2]1[C:11]2[C:6](=[CH:7][CH:8]=[CH:9][CH:10]=2)[C:5]([O:12][C:13]2[CH:18]=[CH:17][N:16]=[C:15]([NH:19][C:20]3[CH:21]=[C:22]([CH:34]=[C:35]([O:37][CH3:38])[CH:36]=3)[C:23]([NH:25][CH2:26][CH2:27][N:28]3[CH2:33][CH2:32][O:31][CH2:30][CH2:29]3)=[O:24])[CH:14]=2)=[CH:4][CH:3]=1.C([O-])(O)=O.[Na+].Cl[C:45]([O:47][C:48]1[CH:53]=[CH:52][CH:51]=[CH:50][CH:49]=1)=[O:46]. Product: [CH3:38][O:37][C:35]1[CH:36]=[C:20]([NH:19][C:15]2[CH:14]=[C:13]([O:12][C:5]3[C:6]4[C:11](=[CH:10][CH:9]=[CH:8][CH:7]=4)[C:2]([NH:1][C:45](=[O:46])[O:47][C:48]4[CH:53]=[CH:52][CH:51]=[CH:50][CH:49]=4)=[CH:3][CH:4]=3)[CH:18]=[CH:17][N:16]=2)[CH:21]=[C:22]([C:23](=[O:24])[NH:25][CH2:26][CH2:27][N:28]2[CH2:33][CH2:32][O:31][CH2:30][CH2:29]2)[CH:34]=1. The catalyst class is: 168. (4) Reactant: [CH2:1]([C:3]1[S:7][C:6]2=[N:8][C:9]([C:11]([O:13]CC)=[O:12])=[CH:10][N:5]2[N:4]=1)[CH3:2].CO.[Li+].[OH-].Cl. Product: [CH2:1]([C:3]1[S:7][C:6]2=[N:8][C:9]([C:11]([OH:13])=[O:12])=[CH:10][N:5]2[N:4]=1)[CH3:2]. The catalyst class is: 49. (5) Reactant: [Cl:1][C:2]1[CH:3]=[CH:4][C:5]2[N:11]3[CH:12]=[CH:13][N:14]=[C:10]3[CH:9]([CH2:15][CH:16]3OCC[O:17]3)[O:8][CH:7]([C:21]3[CH:26]=[CH:25][CH:24]=[C:23]([O:27][CH3:28])[C:22]=3[O:29][CH3:30])[C:6]=2[CH:31]=1.Cl(O)(=O)(=O)=O. Product: [Cl:1][C:2]1[CH:3]=[CH:4][C:5]2[N:11]3[CH:12]=[CH:13][N:14]=[C:10]3[CH:9]([CH2:15][CH2:16][OH:17])[O:8][CH:7]([C:21]3[CH:26]=[CH:25][CH:24]=[C:23]([O:27][CH3:28])[C:22]=3[O:29][CH3:30])[C:6]=2[CH:31]=1. The catalyst class is: 4. (6) Reactant: [H-].[Na+].[H][H].[C:5]([O:14][CH2:15][CH:16]=[CH2:17])(=[O:13])[CH2:6][C:7]([O:9][CH2:10][CH:11]=[CH2:12])=[O:8].Br[CH2:19][CH2:20][C:21]1[CH:28]=[CH:27][C:24]([C:25]#[N:26])=[CH:23][CH:22]=1.[Cl-].[NH4+]. Product: [C:25]([C:24]1[CH:27]=[CH:28][C:21]([CH2:20][CH2:19][CH:6]([C:7]([O:9][CH2:10][CH:11]=[CH2:12])=[O:8])[C:5]([O:14][CH2:15][CH:16]=[CH2:17])=[O:13])=[CH:22][CH:23]=1)#[N:26]. The catalyst class is: 12. (7) Reactant: [I:1][C:2]1[C:3](N)=[N:4][CH:5]=[CH:6][C:7]=1[O:8][CH3:9].[H+].[B-](F)(F)(F)[F:13].N([O-])=O.[Na+].C([O-])([O-])=O.[Na+].[Na+]. Product: [F:13][C:3]1[C:2]([I:1])=[C:7]([O:8][CH3:9])[CH:6]=[CH:5][N:4]=1. The catalyst class is: 6. (8) Reactant: [N+:1]([C:4]1[CH:5]=[C:6]([CH:10]=[CH:11][C:12]=1[C:13]([F:16])([F:15])[F:14])[C:7]([OH:9])=O)([O-:3])=[O:2].[C:17]1([C:23]2[S:27][C:26]([NH2:28])=[N:25][N:24]=2)[CH:22]=[CH:21][CH:20]=[CH:19][CH:18]=1.F[P-](F)(F)(F)(F)F.N1(O[P+](N2CCCC2)(N2CCCC2)N2CCCC2)C2C=CC=CC=2N=N1.C(N(CC)C(C)C)(C)C. Product: [N+:1]([C:4]1[CH:5]=[C:6]([CH:10]=[CH:11][C:12]=1[C:13]([F:16])([F:15])[F:14])[C:7]([NH:28][C:26]1[S:27][C:23]([C:17]2[CH:22]=[CH:21][CH:20]=[CH:19][CH:18]=2)=[N:24][N:25]=1)=[O:9])([O-:3])=[O:2]. The catalyst class is: 18. (9) Reactant: [CH2:1]([N:3](CC)[CH2:4]C)[CH3:2].Cl[C:9]([O:11][C:12]1[CH:17]=[CH:16][C:15]([N+:18]([O-:20])=[O:19])=[CH:14][CH:13]=1)=[O:10].C(NC)C. The catalyst class is: 3. Product: [CH2:1]([N:3]([CH3:4])[C:9](=[O:10])[O:11][C:12]1[CH:17]=[CH:16][C:15]([N+:18]([O-:20])=[O:19])=[CH:14][CH:13]=1)[CH3:2]. (10) Reactant: [CH:1]([C:4]1[CH:9]=[CH:8][C:7]([C:10]2[N:11]=[C:12]([NH:15][S:16]([C:19]3[CH:24]=[C:23]([O:25][CH3:26])[CH:22]=[CH:21][C:20]=3[O:27][CH3:28])(=[O:18])=[O:17])[S:13][CH:14]=2)=[CH:6][CH:5]=1)([CH3:3])[CH3:2].Br[CH2:30][C:31]([O:33][C:34]([CH3:37])([CH3:36])[CH3:35])=[O:32].C(=O)([O-])[O-].[K+].[K+]. Product: [C:34]([O:33][C:31](=[O:32])[CH2:30][N:15]([S:16]([C:19]1[CH:24]=[C:23]([O:25][CH3:26])[CH:22]=[CH:21][C:20]=1[O:27][CH3:28])(=[O:18])=[O:17])[C:12]1[S:13][CH:14]=[C:10]([C:7]2[CH:8]=[CH:9][C:4]([CH:1]([CH3:3])[CH3:2])=[CH:5][CH:6]=2)[N:11]=1)([CH3:37])([CH3:36])[CH3:35]. The catalyst class is: 3.